This data is from Catalyst prediction with 721,799 reactions and 888 catalyst types from USPTO. The task is: Predict which catalyst facilitates the given reaction. (1) Reactant: [H-].[Na+].[C:3]([O:7][C:8](=[O:23])[NH:9][CH2:10][CH2:11][CH2:12][O:13][C:14]1[CH:19]=[CH:18][C:17]([N+:20]([O-:22])=[O:21])=[CH:16][CH:15]=1)([CH3:6])([CH3:5])[CH3:4].I[CH2:25][CH3:26]. Product: [C:3]([O:7][C:8](=[O:23])[N:9]([CH2:25][CH3:26])[CH2:10][CH2:11][CH2:12][O:13][C:14]1[CH:15]=[CH:16][C:17]([N+:20]([O-:22])=[O:21])=[CH:18][CH:19]=1)([CH3:6])([CH3:4])[CH3:5]. The catalyst class is: 7. (2) Reactant: [CH2:1]([Mg]Br)[CH3:2].[Br:5][C:6]1[CH:7]=[CH:8][C:9]2[N:13]=[C:12]([C:14](N(OC)C)=[O:15])[N:11]([CH3:20])[C:10]=2[CH:21]=1. Product: [Br:5][C:6]1[CH:7]=[CH:8][C:9]2[N:13]=[C:12]([C:14](=[O:15])[CH2:1][CH3:2])[N:11]([CH3:20])[C:10]=2[CH:21]=1. The catalyst class is: 1. (3) Reactant: [N:1]1([C:10]2[C:11]([C:24]3[CH:29]=[CH:28][CH:27]=[CH:26][CH:25]=3)=[N:12][C:13]3[C:18]([N:19]=2)=[CH:17][C:16]([C:20]([O:22]C)=[O:21])=[CH:15][CH:14]=3)[C:9]2[C:4](=[CH:5][CH:6]=[CH:7][CH:8]=2)[CH2:3][CH2:2]1.[OH-].[Na+]. Product: [N:1]1([C:10]2[C:11]([C:24]3[CH:29]=[CH:28][CH:27]=[CH:26][CH:25]=3)=[N:12][C:13]3[C:18]([N:19]=2)=[CH:17][C:16]([C:20]([OH:22])=[O:21])=[CH:15][CH:14]=3)[C:9]2[C:4](=[CH:5][CH:6]=[CH:7][CH:8]=2)[CH2:3][CH2:2]1. The catalyst class is: 24. (4) Reactant: [H-].[Na+].[C:3]([O:9][CH2:10][CH3:11])(=[O:8])[CH2:4][CH2:5][CH2:6][CH3:7]. Product: [CH2:5]([CH:4]([C:3]([CH2:4][CH2:5][CH2:6][CH3:7])=[O:8])[C:3]([O:9][CH2:10][CH3:11])=[O:8])[CH2:6][CH3:7]. The catalyst class is: 11. (5) Reactant: Cl[C:2]1[C:3](=[O:16])[NH:4][C:5]2[C:10]([N:11]=1)=[CH:9][C:8]([C:12]([O:14][CH3:15])=[O:13])=[CH:7][CH:6]=2.CC[N:19]([CH:23]([CH3:25])[CH3:24])[CH:20]([CH3:22])C.Cl.C[C@@H]1CCCN1. Product: [CH3:25][C@@H:23]1[CH2:24][CH2:22][CH2:20][N:19]1[C:2]1[C:3](=[O:16])[NH:4][C:5]2[C:10]([N:11]=1)=[CH:9][C:8]([C:12]([O:14][CH3:15])=[O:13])=[CH:7][CH:6]=2. The catalyst class is: 16. (6) Reactant: [Cl:1][C:2]1[CH:7]=[CH:6][C:5]([I:8])=[CH:4][C:3]=1[CH2:9][C:10]1[CH:15]=[CH:14][C:13]([O:16]C)=[CH:12][CH:11]=1.B(Br)(Br)Br. Product: [Cl:1][C:2]1[CH:7]=[CH:6][C:5]([I:8])=[CH:4][C:3]=1[CH2:9][C:10]1[CH:11]=[CH:12][C:13]([OH:16])=[CH:14][CH:15]=1. The catalyst class is: 2.